Dataset: NCI-60 drug combinations with 297,098 pairs across 59 cell lines. Task: Regression. Given two drug SMILES strings and cell line genomic features, predict the synergy score measuring deviation from expected non-interaction effect. (1) Drug 1: COC1=C(C=C2C(=C1)N=CN=C2NC3=CC(=C(C=C3)F)Cl)OCCCN4CCOCC4. Drug 2: C1=CC(=CC=C1C#N)C(C2=CC=C(C=C2)C#N)N3C=NC=N3. Cell line: SK-MEL-5. Synergy scores: CSS=24.5, Synergy_ZIP=-7.11, Synergy_Bliss=1.11, Synergy_Loewe=-4.96, Synergy_HSA=-1.20. (2) Drug 1: C1=CN(C=N1)CC(O)(P(=O)(O)O)P(=O)(O)O. Drug 2: CS(=O)(=O)OCCCCOS(=O)(=O)C. Cell line: SW-620. Synergy scores: CSS=10.1, Synergy_ZIP=-3.50, Synergy_Bliss=-0.0476, Synergy_Loewe=0.960, Synergy_HSA=-0.0744. (3) Drug 1: C#CCC(CC1=CN=C2C(=N1)C(=NC(=N2)N)N)C3=CC=C(C=C3)C(=O)NC(CCC(=O)O)C(=O)O. Drug 2: C1C(C(OC1N2C=NC3=C2NC=NCC3O)CO)O. Cell line: M14. Synergy scores: CSS=4.03, Synergy_ZIP=-3.84, Synergy_Bliss=-4.59, Synergy_Loewe=-6.90, Synergy_HSA=-1.96. (4) Drug 1: C1=NC2=C(N1)C(=S)N=CN2. Drug 2: C1CN(CCN1C(=O)CCBr)C(=O)CCBr. Cell line: SF-295. Synergy scores: CSS=59.5, Synergy_ZIP=-5.38, Synergy_Bliss=-1.12, Synergy_Loewe=-0.942, Synergy_HSA=3.03. (5) Drug 1: C1CN1P(=S)(N2CC2)N3CC3. Drug 2: CC(C)(C#N)C1=CC(=CC(=C1)CN2C=NC=N2)C(C)(C)C#N. Cell line: SNB-75. Synergy scores: CSS=13.2, Synergy_ZIP=-0.842, Synergy_Bliss=2.01, Synergy_Loewe=1.76, Synergy_HSA=1.91. (6) Drug 1: C1=CC(=C2C(=C1NCCNCCO)C(=O)C3=C(C=CC(=C3C2=O)O)O)NCCNCCO. Drug 2: CC(CN1CC(=O)NC(=O)C1)N2CC(=O)NC(=O)C2. Cell line: RXF 393. Synergy scores: CSS=34.0, Synergy_ZIP=2.37, Synergy_Bliss=1.84, Synergy_Loewe=4.68, Synergy_HSA=6.51. (7) Drug 1: CS(=O)(=O)C1=CC(=C(C=C1)C(=O)NC2=CC(=C(C=C2)Cl)C3=CC=CC=N3)Cl. Drug 2: COC1=CC(=CC(=C1O)OC)C2C3C(COC3=O)C(C4=CC5=C(C=C24)OCO5)OC6C(C(C7C(O6)COC(O7)C8=CC=CS8)O)O. Cell line: LOX IMVI. Synergy scores: CSS=39.1, Synergy_ZIP=-2.91, Synergy_Bliss=-2.92, Synergy_Loewe=-15.5, Synergy_HSA=0.971. (8) Cell line: 786-0. Drug 2: C1C(C(OC1N2C=NC3=C2NC=NCC3O)CO)O. Synergy scores: CSS=4.74, Synergy_ZIP=-2.77, Synergy_Bliss=0.299, Synergy_Loewe=-1.81, Synergy_HSA=-1.81. Drug 1: CC1=C(C=C(C=C1)NC(=O)C2=CC=C(C=C2)CN3CCN(CC3)C)NC4=NC=CC(=N4)C5=CN=CC=C5. (9) Drug 1: C1CN1C2=NC(=NC(=N2)N3CC3)N4CC4. Drug 2: CC(C)(C#N)C1=CC(=CC(=C1)CN2C=NC=N2)C(C)(C)C#N. Cell line: NCI-H226. Synergy scores: CSS=8.24, Synergy_ZIP=-2.37, Synergy_Bliss=2.57, Synergy_Loewe=0.246, Synergy_HSA=0.829.